This data is from Forward reaction prediction with 1.9M reactions from USPTO patents (1976-2016). The task is: Predict the product of the given reaction. Given the reactants C(OC([N:8]1[CH2:13][CH2:12][N:11]([C:14]([C:16]2[NH:17][C:18]3[C:23]([CH:24]=2)=[CH:22][CH:21]=[CH:20][CH:19]=3)=[O:15])[CH2:10][CH2:9]1)=O)(C)(C)C.[F:25][C:26]([F:31])([F:30])[C:27]([OH:29])=[O:28], predict the reaction product. The product is: [F:25][C:26]([F:31])([F:30])[C:27]([OH:29])=[O:28].[NH:17]1[C:18]2[C:23](=[CH:22][CH:21]=[CH:20][CH:19]=2)[CH:24]=[C:16]1[C:14]([N:11]1[CH2:12][CH2:13][NH:8][CH2:9][CH2:10]1)=[O:15].